From a dataset of Reaction yield outcomes from USPTO patents with 853,638 reactions. Predict the reaction yield, written as a fraction of the theoretical maximum amount of product (1.0 means a 100% yield; for example, 0.34 means a 34% yield). (1) The reactants are [OH:1][B:2]1[C:6]2[CH:7]=[C:8]([NH:11][S:12]([C:15]3[CH:20]=[CH:19][C:18]([NH:21]C(=O)C(F)(F)F)=[CH:17][C:16]=3[CH2:28][CH2:29][C:30]([O:32][CH2:33][CH3:34])=[O:31])(=[O:14])=[O:13])[CH:9]=[CH:10][C:5]=2[CH2:4][O:3]1. The catalyst is [NH4+].CO. The product is [NH2:21][C:18]1[CH:19]=[CH:20][C:15]([S:12](=[O:13])(=[O:14])[NH:11][C:8]2[CH:9]=[CH:10][C:5]3[CH2:4][O:3][B:2]([OH:1])[C:6]=3[CH:7]=2)=[C:16]([CH2:28][CH2:29][C:30]([O:32][CH2:33][CH3:34])=[O:31])[CH:17]=1.[NH2:21][C:18]1[CH:19]=[CH:20][C:15]([S:12](=[O:13])(=[O:14])[NH:11][C:8]2[CH:9]=[CH:10][C:5]3[CH2:4][O:3][B:2]([OH:1])[C:6]=3[CH:7]=2)=[C:16]([CH2:28][CH2:29][C:30]([O:32][CH3:33])=[O:31])[CH:17]=1. The yield is 0.540. (2) The reactants are [Li+].[OH-].C[O:4][C:5]([C:7]1[CH:8]=[C:9]2[C:13](=[CH:14][CH:15]=1)[CH2:12][CH2:11][CH:10]2NS(C1C(C)=CC(OC)=CC=1C)(=O)=O)=[O:6]. The catalyst is CO.O1CCCC1.O.CC(C)=O. The product is [CH2:12]1[C:13]2[C:9](=[CH:8][C:7]([C:5]([OH:6])=[O:4])=[CH:15][CH:14]=2)[CH2:10][CH2:11]1. The yield is 0.900.